Regression. Given two drug SMILES strings and cell line genomic features, predict the synergy score measuring deviation from expected non-interaction effect. From a dataset of NCI-60 drug combinations with 297,098 pairs across 59 cell lines. Drug 1: CNC(=O)C1=CC=CC=C1SC2=CC3=C(C=C2)C(=NN3)C=CC4=CC=CC=N4. Drug 2: CN(C(=O)NC(C=O)C(C(C(CO)O)O)O)N=O. Cell line: T-47D. Synergy scores: CSS=-3.90, Synergy_ZIP=-1.91, Synergy_Bliss=-9.70, Synergy_Loewe=-10.3, Synergy_HSA=-10.2.